From a dataset of Full USPTO retrosynthesis dataset with 1.9M reactions from patents (1976-2016). Predict the reactants needed to synthesize the given product. The reactants are: NC[C:3]1[CH:4]=[N:5][C:6]([CH2:9][CH:10]2[CH2:15][CH2:14][CH2:13][CH2:12][CH2:11]2)=[CH:7][CH:8]=1.Cl.[C:17]([O:21][C:22]([NH:24][CH2:25]C1C=NC(CC2CCCCC2)=CC=1)=[O:23])([CH3:20])([CH3:19])[CH3:18].CCCCCC. Given the product [C:17]([O:21][C:22]([NH:24][CH2:25][C:7]1[C:6]([CH2:9][CH:10]2[CH2:11][CH2:12][CH2:13][CH2:14][CH2:15]2)=[N:5][CH:4]=[CH:3][CH:8]=1)=[O:23])([CH3:20])([CH3:19])[CH3:18], predict the reactants needed to synthesize it.